Dataset: Reaction yield outcomes from USPTO patents with 853,638 reactions. Task: Predict the reaction yield, written as a fraction of the theoretical maximum amount of product (1.0 means a 100% yield; for example, 0.34 means a 34% yield). The reactants are CO[C:3]1[CH:4]=[C:5]([CH:11]=[CH:12][CH:13]=1)[CH:6]=[CH:7]C(O)=O.[CH2:14]([N:16](CC)CC)C.ClC(OCC)=O.[N-]=[N+]=[N-].[Na+]. The catalyst is CC(C)=O.O. The product is [CH:14]1[C:4]2[C:5](=[CH:11][CH:12]=[CH:13][CH:3]=2)[CH:6]=[CH:7][N:16]=1. The yield is 0.510.